Dataset: Catalyst prediction with 721,799 reactions and 888 catalyst types from USPTO. Task: Predict which catalyst facilitates the given reaction. (1) Reactant: Cl.Cl.[CH3:3][O:4][C:5]1[CH:10]=[CH:9][C:8]([NH:11][C:12]2[C:13]([NH2:18])=[CH:14][CH:15]=[CH:16][CH:17]=2)=[C:7]([CH3:19])[CH:6]=1.[CH2:20]([N:22]([CH2:25]C)[CH2:23][CH3:24])[CH3:21].CCCP1(OP(CCC)(=O)OP(CCC)(=O)O1)=O.C(OCC)(=O)C.[N-]=[C:52]=[O:53]. Product: [CH3:3][O:4][C:5]1[CH:10]=[CH:9][C:8]([NH:11][C:12]2[CH:17]=[CH:16][CH:15]=[CH:14][C:13]=2[NH:18][C:52]([C:20]2[N:22]([CH3:25])[CH:23]=[CH:24][CH:21]=2)=[O:53])=[C:7]([CH3:19])[CH:6]=1. The catalyst class is: 143. (2) Reactant: [Cl:1][C:2]1[C:3]([CH2:8][NH:9][C:10]([C@H:12]2[CH2:17][N:16]3[C:18](=[O:21])[O:19][CH2:20][C@@H:15]3[CH2:14][CH2:13]2)=O)=[N:4][CH:5]=[CH:6][N:7]=1.O=P(Cl)(Cl)Cl.C([O-])(O)=O.[Na+]. Product: [Cl:1][C:2]1[C:3]2[N:4]([C:10]([C@@H:12]3[CH2:17][N:16]4[C:18](=[O:21])[O:19][CH2:20][C@H:15]4[CH2:14][CH2:13]3)=[N:9][CH:8]=2)[CH:5]=[CH:6][N:7]=1. The catalyst class is: 23. (3) Reactant: [CH:1](/[C@H:7]1[O:11][C:10]([CH3:13])([CH3:12])[O:9][C@H:8]1[CH2:14][O:15][CH2:16][C:17]([OH:19])=[O:18])=[CH:2]\[CH:3]=[CH:4]\[C:5]#[CH:6].[CH3:20][Si](C=[N+]=[N-])(C)C.[N+](=C)=[N-].C(O)(=O)C. Product: [CH:1](/[C@H:7]1[O:11][C:10]([CH3:13])([CH3:12])[O:9][C@H:8]1[CH2:14][O:15][CH2:16][C:17]([O:19][CH3:20])=[O:18])=[CH:2]\[CH:3]=[CH:4]\[C:5]#[CH:6]. The catalyst class is: 116. (4) Reactant: C(NC(C)C)(C)C.C([Li])CCC.[Br:13][C:14]1[CH:15]=[N:16][CH:17]=[C:18]([Cl:20])[CH:19]=1.Cl[C:22](OC)=[O:23].[H-].[Al+3].[Li+].[H-].[H-].[H-]. Product: [Br:13][C:14]1[CH:15]=[N:16][CH:17]=[C:18]([Cl:20])[C:19]=1[CH2:22][OH:23]. The catalyst class is: 1. (5) Reactant: Br[C:2]1[CH:3]=[C:4]([CH:21]=[C:22]([Cl:24])[CH:23]=1)[CH2:5][O:6][C:7]1[CH:12]=[CH:11][CH:10]=[CH:9][C:8]=1[CH2:13][C:14]([O:16][C:17]([CH3:20])([CH3:19])[CH3:18])=[O:15].[CH2:25]([Sn](CCCC)(CCCC)CCCC)[CH:26]=[CH2:27]. Product: [CH2:27]([C:2]1[CH:3]=[C:4]([CH:21]=[C:22]([Cl:24])[CH:23]=1)[CH2:5][O:6][C:7]1[CH:12]=[CH:11][CH:10]=[CH:9][C:8]=1[CH2:13][C:14]([O:16][C:17]([CH3:20])([CH3:19])[CH3:18])=[O:15])[CH:26]=[CH2:25]. The catalyst class is: 128. (6) Reactant: [CH3:1][N:2]1[C:11]2[C:6](=[CH:7][C:8]([C:12]3[CH:13]=[C:14]([CH2:18][C:19]([OH:21])=O)[CH:15]=[N:16][CH:17]=3)=[CH:9][CH:10]=2)[CH2:5][CH2:4][C:3]1=[O:22].[NH2:23][C:24]1[CH:29]=[CH:28][CH:27]=[C:26]([CH3:30])[N:25]=1.CN(C(ON1N=NC2C=CC=CC1=2)=[N+](C)C)C.[B-](F)(F)(F)F.CCN(C(C)C)C(C)C.C([O-])(O)=O.[Na+]. Product: [CH3:1][N:2]1[C:11]2[C:6](=[CH:7][C:8]([C:12]3[CH:13]=[C:14]([CH2:18][C:19]([NH:23][C:24]4[CH:29]=[CH:28][CH:27]=[C:26]([CH3:30])[N:25]=4)=[O:21])[CH:15]=[N:16][CH:17]=3)=[CH:9][CH:10]=2)[CH2:5][CH2:4][C:3]1=[O:22]. The catalyst class is: 31. (7) Product: [Br:1][C:2]1[C:3]2[C:4]3[C:9](=[CH:8][C:7]([C:29]([OH:28])([CH3:30])[CH3:24])=[CH:6][CH:5]=3)[NH:10][C:11]=2[C:12]([C:16]([NH2:17])=[O:18])=[CH:13][C:14]=1[F:15]. Reactant: [Br:1][C:2]1[C:14]([F:15])=[CH:13][C:12]([C:16](=[O:18])[NH2:17])=[C:11]2[C:3]=1[C:4]1[CH:5]=[CH:6][C:7](C(OCC)=O)=[CH:8][C:9]=1[NH:10]2.[CH3:24][Li].CC[O:28][CH2:29][CH3:30].[NH4+].[Cl-]. The catalyst class is: 49. (8) Reactant: [F:1][C:2]1[CH:7]=[CH:6][C:5]([CH:8]([OH:26])[CH:9]([CH2:15][C:16]2[CH:21]=[CH:20][CH:19]=[C:18]([C:22]([F:25])([F:24])[F:23])[CH:17]=2)[C:10]([O:12]CC)=[O:11])=[CH:4][CH:3]=1.[OH-].[Na+].Cl. Product: [F:1][C:2]1[CH:3]=[CH:4][C:5]([CH:8]([OH:26])[CH:9]([CH2:15][C:16]2[CH:21]=[CH:20][CH:19]=[C:18]([C:22]([F:24])([F:25])[F:23])[CH:17]=2)[C:10]([OH:12])=[O:11])=[CH:6][CH:7]=1. The catalyst class is: 5. (9) Reactant: C(N(C(C)C)CC)(C)C.[C:10]([O:14][C:15]([NH:17][C@@H:18]([CH2:22][CH2:23][CH2:24][CH2:25][NH:26][C:27](=[O:30])[CH:28]=[CH2:29])[C:19]([OH:21])=O)=[O:16])([CH3:13])([CH3:12])[CH3:11].C1CN([P+](ON2N=NC3C=CC=CC2=3)(N2CCCC2)N2CCCC2)CC1.F[P-](F)(F)(F)(F)F.[CH3:64][C:65]1[N:70]=[C:69]([N:71]2[CH2:76][CH2:75][NH:74][CH2:73][CH2:72]2)[CH:68]=[CH:67][CH:66]=1. Product: [CH3:64][C:65]1[N:70]=[C:69]([N:71]2[CH2:76][CH2:75][N:74]([C:19](=[O:21])[C@@H:18]([NH:17][C:15](=[O:16])[O:14][C:10]([CH3:11])([CH3:12])[CH3:13])[CH2:22][CH2:23][CH2:24][CH2:25][NH:26][C:27](=[O:30])[CH:28]=[CH2:29])[CH2:73][CH2:72]2)[CH:68]=[CH:67][CH:66]=1. The catalyst class is: 3. (10) Reactant: [O:1]=[C:2]1[NH:11][C:10]2[C:5](=[CH:6][CH:7]=[C:8](C(O)=O)[CH:9]=2)[N:4]2C=CC=[C:3]12.CCN=C=NCCCN(C)C.C1C=CC2N(O)N=NC=2C=1.C(N(CC)CC)C.C(Cl)Cl.C(O)(C(F)(F)F)=O. Product: [NH:11]1[C:10]2[C:5](=[CH:6][CH:7]=[CH:8][CH:9]=2)[N:4]=[CH:3][C:2]1=[O:1]. The catalyst class is: 68.